This data is from Reaction yield outcomes from USPTO patents with 853,638 reactions. The task is: Predict the reaction yield, written as a fraction of the theoretical maximum amount of product (1.0 means a 100% yield; for example, 0.34 means a 34% yield). (1) The reactants are C(OC([N:8]([C:16]1[C:20]2[CH:21]=[C:22]([Cl:39])[C:23]([CH2:25][O:26][C:27]3[CH:36]=[CH:35][C:34]4[CH2:33][C:32]([CH3:38])([CH3:37])[CH2:31][CH2:30][C:29]=4[CH:28]=3)=[CH:24][C:19]=2[O:18][N:17]=1)C(=O)OC(C)(C)C)=O)(C)(C)C.FC(F)(F)C(O)=O. The catalyst is C(Cl)Cl. The product is [Cl:39][C:22]1[C:23]([CH2:25][O:26][C:27]2[CH:36]=[CH:35][C:34]3[CH2:33][C:32]([CH3:38])([CH3:37])[CH2:31][CH2:30][C:29]=3[CH:28]=2)=[CH:24][C:19]2[O:18][N:17]=[C:16]([NH2:8])[C:20]=2[CH:21]=1. The yield is 0.930. (2) The reactants are [CH3:1][N:2]1[C:6](=[S:7])[O:5][N:4]=[C:3]1/[C:8](=[N:15]\[O:16][CH2:17][C:18]1[N:23]=[C:22]([NH:24]C(=O)OC(C)(C)C)[CH:21]=[CH:20][CH:19]=1)/[C:9]1[CH:14]=[CH:13][CH:12]=[CH:11][CH:10]=1.FC(F)(F)C(O)=O. The catalyst is ClCCl. The product is [NH2:24][C:22]1[N:23]=[C:18]([CH2:17][O:16]/[N:15]=[C:8](/[C:9]2[CH:14]=[CH:13][CH:12]=[CH:11][CH:10]=2)\[C:3]2[N:2]([CH3:1])[C:6](=[S:7])[O:5][N:4]=2)[CH:19]=[CH:20][CH:21]=1. The yield is 0.440. (3) The reactants are C([O-])([O-])=O.[Cs+].[Cs+].[CH3:7][S:8]([N:11]1[CH2:16][CH2:15][C:14]2[NH:17][N:18]=[C:19]([C:20]3[CH:25]=[CH:24][C:23]([C:26]([F:29])([F:28])[F:27])=[CH:22][CH:21]=3)[C:13]=2[CH2:12]1)(=[O:10])=[O:9].Br[CH2:31][CH2:32][CH2:33][OH:34].CO. The catalyst is CN(C=O)C.O. The product is [CH3:7][S:8]([N:11]1[CH2:16][CH2:15][C:14]2[N:17]([CH2:31][CH2:32][CH2:33][OH:34])[N:18]=[C:19]([C:20]3[CH:21]=[CH:22][C:23]([C:26]([F:29])([F:27])[F:28])=[CH:24][CH:25]=3)[C:13]=2[CH2:12]1)(=[O:9])=[O:10]. The yield is 0.546. (4) The reactants are [F:1][C:2]1[CH:3]=[C:4]([CH:6]=[CH:7][C:8]=1[CH3:9])[NH2:5].C(O)(=O)C.[N:14]([O-])=O.[Na+].[Sn](Cl)(Cl)(Cl)Cl. The catalyst is O.Cl. The product is [F:1][C:2]1[CH:3]=[C:4]([NH:5][NH2:14])[CH:6]=[CH:7][C:8]=1[CH3:9]. The yield is 0.500. (5) The reactants are Cl.[OH:2][C@@H:3]1[CH2:8][CH2:7][CH2:6][NH:5][CH2:4]1.[F:9][C:10]1[CH:15]=[CH:14][C:13]([C:16](O)=[O:17])=[CH:12][N:11]=1. No catalyst specified. The product is [F:9][C:10]1[N:11]=[CH:12][C:13]([C:16]([N:5]2[CH2:6][CH2:7][CH2:8][C@@H:3]([OH:2])[CH2:4]2)=[O:17])=[CH:14][CH:15]=1. The yield is 0.850. (6) The reactants are [N:1]1[CH:6]=[CH:5][CH:4]=[C:3](B(O)O)[CH:2]=1.[CH3:10][C:11]1[CH:16]=[CH:15][C:14]([N+:17]([O-:19])=[O:18])=[CH:13][C:12]=1[OH:20].N1C=CC=CC=1.O. The catalyst is C(Cl)Cl.C([O-])(=O)C.[Cu+2].C([O-])(=O)C. The product is [CH3:10][C:11]1[CH:16]=[CH:15][C:14]([N+:17]([O-:19])=[O:18])=[CH:13][C:12]=1[O:20][C:3]1[CH:2]=[N:1][CH:6]=[CH:5][CH:4]=1. The yield is 0.0600. (7) The catalyst is C1COCC1. The yield is 0.580. The product is [OH:63][CH:62]([C:60]1[N:59]=[CH:58][N:57]([C:38]([C:39]2[CH:44]=[CH:43][CH:42]=[CH:41][CH:40]=2)([C:45]2[CH:46]=[CH:47][CH:48]=[CH:49][CH:50]=2)[C:51]2[CH:56]=[CH:55][CH:54]=[CH:53][CH:52]=2)[CH:61]=1)[C:24]1[CH:25]=[C:26]2[C:31](=[CH:32][CH:33]=1)[CH:30]=[C:29]([C:34]([NH:36][CH3:37])=[O:35])[CH:28]=[CH:27]2. The reactants are BrC1C=CC=CC=1C(F)(F)F.CCCCCC.C([Li])CCC.Br[C:24]1[CH:25]=[C:26]2[C:31](=[CH:32][CH:33]=1)[CH:30]=[C:29]([C:34]([NH:36][CH3:37])=[O:35])[CH:28]=[CH:27]2.[C:38]([N:57]1[CH:61]=[C:60]([CH:62]=[O:63])[N:59]=[CH:58]1)([C:51]1[CH:56]=[CH:55][CH:54]=[CH:53][CH:52]=1)([C:45]1[CH:50]=[CH:49][CH:48]=[CH:47][CH:46]=1)[C:39]1[CH:44]=[CH:43][CH:42]=[CH:41][CH:40]=1.[Cl-].[NH4+]. (8) The reactants are [Cl:1][C:2]1[CH:7]=[CH:6][C:5]([C:8]2[CH:13]=[CH:12][CH:11]=[CH:10][C:9]=2B(O)O)=[CH:4][CH:3]=1.Br[C:18]1[CH:23]=[CH:22][C:21]([S:24]([NH2:27])(=[O:26])=[O:25])=[CH:20][CH:19]=1. No catalyst specified. The product is [Cl:1][C:2]1[CH:7]=[CH:6][C:5]([C:8]2[CH:13]=[CH:12][CH:11]=[CH:10][C:9]=2[C:18]2[CH:23]=[CH:22][C:21]([S:24]([NH2:27])(=[O:26])=[O:25])=[CH:20][CH:19]=2)=[CH:4][CH:3]=1. The yield is 0.670.